This data is from Reaction yield outcomes from USPTO patents with 853,638 reactions. The task is: Predict the reaction yield, written as a fraction of the theoretical maximum amount of product (1.0 means a 100% yield; for example, 0.34 means a 34% yield). The catalyst is CO.C(Cl)(Cl)Cl.C(N(CC)CC)C. The product is [ClH:1].[ClH:1].[O:24]1[C:28]2=[CH:29][N:30]=[C:31]([CH2:33][NH:3][CH:4]3[CH2:5][CH2:6][N:7]([CH2:10][CH2:11][N:12]4[C:21]5[C:16](=[CH:17][CH:18]=[C:19]([F:22])[CH:20]=5)[N:15]=[CH:14][C:13]4=[O:23])[CH2:8][CH2:9]3)[CH:32]=[C:27]2[CH2:26][CH2:25]1. The reactants are [ClH:1].Cl.[NH2:3][CH:4]1[CH2:9][CH2:8][N:7]([CH2:10][CH2:11][N:12]2[C:21]3[C:16](=[CH:17][CH:18]=[C:19]([F:22])[CH:20]=3)[N:15]=[CH:14][C:13]2=[O:23])[CH2:6][CH2:5]1.[O:24]1[C:28]2=[CH:29][N:30]=[C:31]([CH:33]=O)[CH:32]=[C:27]2[CH2:26][CH2:25]1.C(O[BH-](OC(=O)C)OC(=O)C)(=O)C.[Na+].C(=O)(O)[O-].[Na+]. The yield is 0.710.